Dataset: CYP2D6 inhibition data for predicting drug metabolism from PubChem BioAssay. Task: Regression/Classification. Given a drug SMILES string, predict its absorption, distribution, metabolism, or excretion properties. Task type varies by dataset: regression for continuous measurements (e.g., permeability, clearance, half-life) or binary classification for categorical outcomes (e.g., BBB penetration, CYP inhibition). Dataset: cyp2d6_veith. (1) The compound is CN1[C@H]2CC[C@@H]1CC(OC(=O)[C@@H](CO)c1ccccc1)C2.CN1[C@H]2CC[C@@H]1CC(OC(=O)[C@@H](CO)c1ccccc1)C2.O.O=S(=O)(O)O. The result is 0 (non-inhibitor). (2) The drug is O=S(=O)(O)Cc1ccccc1.O=S(=O)(O)[C@@H](CO)c1ccccc1. The result is 0 (non-inhibitor).